This data is from Catalyst prediction with 721,799 reactions and 888 catalyst types from USPTO. The task is: Predict which catalyst facilitates the given reaction. Reactant: COC1C=CC(P2(SP(C3C=CC(OC)=CC=3)(=S)S2)=[S:10])=CC=1.[CH3:23][Si:24]([CH3:52])([CH3:51])[C:25]1[CH:26]=[C:27]([CH:44]=[C:45]([Si:47]([CH3:50])([CH3:49])[CH3:48])[CH:46]=1)[C:28]([NH:30][C:31]1[CH:36]=[CH:35][C:34]([CH2:37][CH2:38][C:39]([O:41]CC)=[O:40])=[CH:33][CH:32]=1)=O. Product: [CH3:23][Si:24]([CH3:52])([CH3:51])[C:25]1[CH:26]=[C:27]([C:28]([NH:30][C:31]2[CH:36]=[CH:35][C:34]([CH2:37][CH2:38][C:39]([OH:41])=[O:40])=[CH:33][CH:32]=2)=[S:10])[CH:44]=[C:45]([Si:47]([CH3:50])([CH3:49])[CH3:48])[CH:46]=1. The catalyst class is: 11.